This data is from Forward reaction prediction with 1.9M reactions from USPTO patents (1976-2016). The task is: Predict the product of the given reaction. (1) Given the reactants Br[C:2]1[CH:3]=[N:4][CH:5]=[C:6]2[C:11]=1[N:10]=[C:9]([C:12]([NH:14][CH2:15][C:16]1[CH:21]=[CH:20][N:19]=[CH:18][CH:17]=1)=[O:13])[CH:8]=[CH:7]2.[CH3:22][O:23][C:24]1[CH:25]=[C:26](B(O)O)[CH:27]=[CH:28][CH:29]=1.C(=O)([O-])[O-].[Cs+].[Cs+], predict the reaction product. The product is: [CH3:22][O:23][C:24]1[CH:29]=[C:28]([C:2]2[CH:3]=[N:4][CH:5]=[C:6]3[C:11]=2[N:10]=[C:9]([C:12]([NH:14][CH2:15][C:16]2[CH:21]=[CH:20][N:19]=[CH:18][CH:17]=2)=[O:13])[CH:8]=[CH:7]3)[CH:27]=[CH:26][CH:25]=1. (2) Given the reactants F[C:2]1[CH:7]=[C:6]([C:8]([F:11])([F:10])[F:9])[C:5]([NH:12][C:13](=[O:15])[CH3:14])=[C:4]([N+:16]([O-:18])=[O:17])[CH:3]=1.[C:19](=O)([O-])[O-:20].[Cs+].[Cs+].O.C(O)(=O)CC(CC(O)=O)(C(O)=O)O, predict the reaction product. The product is: [CH3:19][O:20][C:2]1[CH:7]=[C:6]([C:8]([F:11])([F:10])[F:9])[C:5]([NH:12][C:13](=[O:15])[CH3:14])=[C:4]([N+:16]([O-:18])=[O:17])[CH:3]=1. (3) Given the reactants [OH:1][CH2:2][C@H:3]1[CH2:8][CH2:7][C@H:6]([NH:9][C:10](=[O:16])[O:11][C:12]([CH3:15])([CH3:14])[CH3:13])[CH2:5][CH2:4]1.N1C=CC=CC=1.[CH3:23][S:24](Cl)(=[O:26])=[O:25], predict the reaction product. The product is: [CH3:23][S:24]([O:1][CH2:2][C@H:3]1[CH2:4][CH2:5][C@H:6]([NH:9][C:10]([O:11][C:12]([CH3:13])([CH3:15])[CH3:14])=[O:16])[CH2:7][CH2:8]1)(=[O:26])=[O:25].